From a dataset of Catalyst prediction with 721,799 reactions and 888 catalyst types from USPTO. Predict which catalyst facilitates the given reaction. (1) The catalyst class is: 46. Reactant: [F:1][C:2]1[CH:3]=[C:4]([CH2:27][CH:28]=O)[C:5]([O:25][CH3:26])=[C:6]([C:8]2[S:12][C:11]([C:13]3[CH:14]=[CH:15][C:16]([CH2:21][CH:22]([CH3:24])[CH3:23])=[C:17]([CH:20]=3)[C:18]#[N:19])=[N:10][N:9]=2)[CH:7]=1.[NH:30]1[CH2:33][CH:32]([C:34]([OH:36])=[O:35])[CH2:31]1.CC(O)=O.C(O[BH-](OC(=O)C)OC(=O)C)(=O)C.[Na+]. Product: [C:18]([C:17]1[CH:20]=[C:13]([C:11]2[S:12][C:8]([C:6]3[C:5]([O:25][CH3:26])=[C:4]([CH2:27][CH2:28][N:30]4[CH2:33][CH:32]([C:34]([OH:36])=[O:35])[CH2:31]4)[CH:3]=[C:2]([F:1])[CH:7]=3)=[N:9][N:10]=2)[CH:14]=[CH:15][C:16]=1[CH2:21][CH:22]([CH3:23])[CH3:24])#[N:19]. (2) Reactant: C(Cl)CCl.C1C=CC2N(O)N=NC=2C=1.[NH2:15][CH2:16][C:17]1[C:18]([F:34])=[C:19]([O:24][C:25]2[CH:26]=[C:27]([CH:30]=[C:31]([Cl:33])[CH:32]=2)[C:28]#[N:29])[C:20]([Br:23])=[CH:21][CH:22]=1.[Cl:35][C:36]1[N:37]=[C:38]([CH2:52][O:53][Si](C(C)(C)C)(C)C)[N:39](COCC[Si](C)(C)C)[C:40]=1[C:41](O)=[O:42].C(=O)(O)[O-].[Na+].FC(F)(F)C(O)=O. Product: [Br:23][C:20]1[CH:21]=[CH:22][C:17]([CH2:16][NH:15][C:41]([C:40]2[NH:39][C:38]([CH2:52][OH:53])=[N:37][C:36]=2[Cl:35])=[O:42])=[C:18]([F:34])[C:19]=1[O:24][C:25]1[CH:26]=[C:27]([C:28]#[N:29])[CH:30]=[C:31]([Cl:33])[CH:32]=1. The catalyst class is: 3.